This data is from Full USPTO retrosynthesis dataset with 1.9M reactions from patents (1976-2016). The task is: Predict the reactants needed to synthesize the given product. (1) Given the product [NH2:23][C:24]1[CH:32]=[CH:31][C:27]([C:28]([N:18]2[CH2:17][CH2:16][N:15]([CH2:14][C:10]3[CH:9]=[C:8]([CH:13]=[CH:12][CH:11]=3)[C:7]([NH:6][CH:4]3[CH2:5][C:2]([F:1])([F:22])[CH2:3]3)=[O:21])[CH2:20][CH2:19]2)=[O:29])=[CH:26][C:25]=1[F:33], predict the reactants needed to synthesize it. The reactants are: [F:1][C:2]1([F:22])[CH2:5][CH:4]([NH:6][C:7](=[O:21])[C:8]2[CH:13]=[CH:12][CH:11]=[C:10]([CH2:14][N:15]3[CH2:20][CH2:19][NH:18][CH2:17][CH2:16]3)[CH:9]=2)[CH2:3]1.[NH2:23][C:24]1[CH:32]=[CH:31][C:27]([C:28](O)=[O:29])=[CH:26][C:25]=1[F:33].C(N(CC)CC)C.CCCP1(OP(CCC)(=O)OP(CCC)(=O)O1)=O. (2) Given the product [CH3:13][O:14][C:15]([C:17]1[S:18][C:19]([C:45]2([OH:51])[CH2:50][CH2:49][CH2:48][CH:47]=[CH:46]2)=[CH:20][C:21]=1[N:22]([C:36]([C@H:38]1[CH2:39][CH2:40][C@H:41]([CH3:44])[CH2:42][CH2:43]1)=[O:37])[C@H:23]1[CH2:24][CH2:25][C@H:26]([O:29][CH:30]2[CH2:35][CH2:34][CH2:33][CH2:32][O:31]2)[CH2:27][CH2:28]1)=[O:16], predict the reactants needed to synthesize it. The reactants are: C(NC(C)C)(C)C.[Li]CCCC.[CH3:13][O:14][C:15]([C:17]1[S:18][CH:19]=[CH:20][C:21]=1[N:22]([C:36]([C@H:38]1[CH2:43][CH2:42][C@H:41]([CH3:44])[CH2:40][CH2:39]1)=[O:37])[C@H:23]1[CH2:28][CH2:27][C@H:26]([O:29][CH:30]2[CH2:35][CH2:34][CH2:33][CH2:32][O:31]2)[CH2:25][CH2:24]1)=[O:16].[C:45]1(=[O:51])[CH2:50][CH2:49][CH2:48][CH:47]=[CH:46]1.[NH4+].[Cl-]. (3) Given the product [O:19]=[C:15]1[CH2:16][CH2:17][CH2:18][N:14]1[CH2:13][CH:12]=[O:11], predict the reactants needed to synthesize it. The reactants are: C(Cl)(=O)C(Cl)=O.CS(C)=O.[OH:11][CH2:12][CH2:13][N:14]1[CH2:18][CH2:17][CH2:16][C:15]1=[O:19].CCN(CC)CC.C([O-])(O)=O.[Na+]. (4) Given the product [CH:9]1([N:12]2[C:17](=[O:18])[C:16]3=[C:15]([NH:14][C:38]4[CH:43]=[CH:42][C:41]([I:44])=[CH:40][C:39]=4[F:45])[N:22]([CH3:23])[C:21](=[O:24])[C:20]([CH3:25])=[C:19]3[N:26]([C:27]3[CH:28]=[C:29]([NH:33][S:34]([CH3:37])(=[O:36])=[O:35])[CH:30]=[CH:31][CH:32]=3)[C:13]2=[O:46])[CH2:10][CH2:11]1, predict the reactants needed to synthesize it. The reactants are: C[O-].[Na+].O1CCCC1.[CH:9]1([N:12]2[C:17](=[O:18])[C:16]3[C:19]([NH:26][C:27]4[CH:28]=[C:29]([NH:33][S:34]([CH3:37])(=[O:36])=[O:35])[CH:30]=[CH:31][CH:32]=4)=[C:20]([CH3:25])[C:21](=[O:24])[N:22]([CH3:23])[C:15]=3[N:14]([C:38]3[CH:43]=[CH:42][C:41]([I:44])=[CH:40][C:39]=3[F:45])[C:13]2=[O:46])[CH2:11][CH2:10]1.C(O)(=O)C. (5) Given the product [CH3:1][O:2][C:3]([C:5]1[C:9]([F:19])=[C:8]([O:10][CH3:11])[N:7]([C:12]2[CH:17]=[CH:16][CH:15]=[CH:14][C:13]=2[F:18])[N:6]=1)=[O:4], predict the reactants needed to synthesize it. The reactants are: [CH3:1][O:2][C:3]([C:5]1[CH:9]=[C:8]([O:10][CH3:11])[N:7]([C:12]2[CH:17]=[CH:16][CH:15]=[CH:14][C:13]=2[F:18])[N:6]=1)=[O:4].[F:19][B-](F)(F)F.F[B-](F)(F)F.Cl[N+]12CC[N+](F)(CC1)CC2C.C(OCC)C.Cl.